Dataset: Full USPTO retrosynthesis dataset with 1.9M reactions from patents (1976-2016). Task: Predict the reactants needed to synthesize the given product. (1) Given the product [F:14][CH2:13][CH2:12][CH:10]1[CH2:11][CH:8]([C:4]2[CH:3]=[C:2]([C:26]#[C:25][Si:18]([CH:15]([CH3:17])[CH3:16])([CH:22]([CH3:24])[CH3:23])[CH:19]([CH3:21])[CH3:20])[CH:7]=[CH:6][CH:5]=2)[CH2:9]1, predict the reactants needed to synthesize it. The reactants are: Br[C:2]1[CH:7]=[CH:6][CH:5]=[C:4]([CH:8]2[CH2:11][CH:10]([CH2:12][CH2:13][F:14])[CH2:9]2)[CH:3]=1.[CH:15]([Si:18]([C:25]#[CH:26])([CH:22]([CH3:24])[CH3:23])[CH:19]([CH3:21])[CH3:20])([CH3:17])[CH3:16].C(N(CC)CC)C. (2) Given the product [F:24][C:4]1[CH:3]=[C:2]([B:25]2[O:29][C:28]([CH3:31])([CH3:30])[C:27]([CH3:33])([CH3:32])[O:26]2)[C:7]([CH3:8])=[CH:6][C:5]=1[NH:9][C:10]([NH:12][C:13]1[CH:18]=[C:17]([C:19]([F:22])([F:21])[F:20])[CH:16]=[CH:15][C:14]=1[F:23])=[O:11], predict the reactants needed to synthesize it. The reactants are: Br[C:2]1[C:7]([CH3:8])=[CH:6][C:5]([NH:9][C:10]([NH:12][C:13]2[CH:18]=[C:17]([C:19]([F:22])([F:21])[F:20])[CH:16]=[CH:15][C:14]=2[F:23])=[O:11])=[C:4]([F:24])[CH:3]=1.[B:25]1([B:25]2[O:29][C:28]([CH3:31])([CH3:30])[C:27]([CH3:33])([CH3:32])[O:26]2)[O:29][C:28]([CH3:31])([CH3:30])[C:27]([CH3:33])([CH3:32])[O:26]1.CC([O-])=O.[K+].CCOC(C)=O. (3) The reactants are: [CH3:1][C:2]1[S:9][C:8]2[CH:7]=[C:6]([C:10]([O:12]CC)=[O:11])[NH:5][C:4]=2[C:3]=1[N:15]([CH3:24])[S:16]([C:19]1[S:20][CH:21]=[CH:22][CH:23]=1)(=[O:18])=[O:17].O1CCCC1.[OH-].[Na+]. Given the product [CH3:1][C:2]1[S:9][C:8]2[CH:7]=[C:6]([C:10]([OH:12])=[O:11])[NH:5][C:4]=2[C:3]=1[N:15]([CH3:24])[S:16]([C:19]1[S:20][CH:21]=[CH:22][CH:23]=1)(=[O:18])=[O:17], predict the reactants needed to synthesize it.